Dataset: Peptide-MHC class I binding affinity with 185,985 pairs from IEDB/IMGT. Task: Regression. Given a peptide amino acid sequence and an MHC pseudo amino acid sequence, predict their binding affinity value. This is MHC class I binding data. (1) The peptide sequence is SSPDAVTTY. The MHC is HLA-A26:01 with pseudo-sequence HLA-A26:01. The binding affinity (normalized) is 0.151. (2) The peptide sequence is CIVQSVLRDI. The MHC is HLA-A02:03 with pseudo-sequence HLA-A02:03. The binding affinity (normalized) is 0.532.